This data is from Full USPTO retrosynthesis dataset with 1.9M reactions from patents (1976-2016). The task is: Predict the reactants needed to synthesize the given product. (1) Given the product [Cl:3][C:2]1[N:4]=[C:5]([Cl:6])[N:7]=[C:8]([O:12][CH2:11][C:10]([O:14][CH2:15][CH3:16])=[O:13])[N:1]=1, predict the reactants needed to synthesize it. The reactants are: [N:1]1[C:8](Cl)=[N:7][C:5]([Cl:6])=[N:4][C:2]=1[Cl:3].[C:10]([O:14][CH2:15][CH3:16])(=[O:13])[CH2:11][OH:12].N1C(C)=CC=CC=1C. (2) Given the product [CH:1]1([C:4]2[C:5]3[C:12]([CH:20]([OH:21])[C:19]4[C:14]([F:13])=[C:15]([NH:23][S:24]([C:27]5[CH:28]=[CH:29][C:30]([C:33]([F:36])([F:35])[F:34])=[CH:31][CH:32]=5)(=[O:26])=[O:25])[CH:16]=[CH:17][C:18]=4[F:22])=[CH:11][NH:10][C:6]=3[N:7]=[CH:8][N:9]=2)[CH2:3][CH2:2]1, predict the reactants needed to synthesize it. The reactants are: [CH:1]1([C:4]2[C:5]3[CH:12]=[CH:11][NH:10][C:6]=3[N:7]=[CH:8][N:9]=2)[CH2:3][CH2:2]1.[F:13][C:14]1[C:19]([CH:20]=[O:21])=[C:18]([F:22])[CH:17]=[CH:16][C:15]=1[NH:23][S:24]([C:27]1[CH:32]=[CH:31][C:30]([C:33]([F:36])([F:35])[F:34])=[CH:29][CH:28]=1)(=[O:26])=[O:25].